Predict which catalyst facilitates the given reaction. From a dataset of Catalyst prediction with 721,799 reactions and 888 catalyst types from USPTO. (1) Reactant: [OH:1][C@@H:2]1[CH2:7][CH2:6][CH2:5][CH2:4][C@H:3]1[NH:8][C:9]([C:11]1[CH:16]=[N:15][C:14](Br)=[C:13]([C:18]2[CH:23]=[CH:22][C:21]([O:24][C:25]([F:28])([F:27])[F:26])=[CH:20][CH:19]=2)[N:12]=1)=[O:10].Cl.[CH:30]1([NH:33][CH3:34])[CH2:32][CH2:31]1.C(N(C(C)C)C(C)C)C. Product: [OH:1][C@@H:2]1[CH2:7][CH2:6][CH2:5][CH2:4][C@H:3]1[NH:8][C:9]([C:11]1[CH:16]=[N:15][C:14]([N:33]([CH:30]2[CH2:32][CH2:31]2)[CH3:34])=[C:13]([C:18]2[CH:23]=[CH:22][C:21]([O:24][C:25]([F:28])([F:27])[F:26])=[CH:20][CH:19]=2)[N:12]=1)=[O:10]. The catalyst class is: 16. (2) Reactant: [Br:1][C:2]1[CH:7]=[CH:6][C:5]([NH:8][C:9]2[CH:14]=[CH:13][CH:12]=[CH:11][C:10]=2[N+:15]([O-])=O)=[CH:4][C:3]=1[CH3:18].[Sn]. Product: [Br:1][C:2]1[CH:7]=[CH:6][C:5]([NH:8][C:9]2[C:10]([NH2:15])=[CH:11][CH:12]=[CH:13][CH:14]=2)=[CH:4][C:3]=1[CH3:18]. The catalyst class is: 8. (3) Reactant: [C:1]([O:9][C@H:10]1[CH2:15][C@@H:14](O)[CH2:13][N:12]([C:17]([O:19][CH2:20][C:21]2[CH:26]=[CH:25][CH:24]=[CH:23][CH:22]=2)=[O:18])[CH2:11]1)(=[O:8])[C:2]1[CH:7]=[CH:6][CH:5]=[CH:4][CH:3]=1.C(N(CC)CC)C.CS(Cl)(=O)=O.[N-:39]=[N+:40]=[N-:41].[Na+]. Product: [N:39]([C@H:14]1[CH2:15][C@H:10]([O:9][C:1](=[O:8])[C:2]2[CH:7]=[CH:6][CH:5]=[CH:4][CH:3]=2)[CH2:11][N:12]([C:17]([O:19][CH2:20][C:21]2[CH:26]=[CH:25][CH:24]=[CH:23][CH:22]=2)=[O:18])[CH2:13]1)=[N+:40]=[N-:41]. The catalyst class is: 317. (4) Reactant: [CH:1]1([C:6]2([O:33][CH3:34])[CH2:11][CH2:10][N:9]([C:12]3[CH:17]=[CH:16][C:15]([C:18]4[S:22][C:21]([C:23]5[CH:32]=[CH:31][C:26]([C:27]([O:29]C)=[O:28])=[CH:25][CH:24]=5)=[N:20][N:19]=4)=[CH:14][CH:13]=3)[CH2:8][CH2:7]2)[CH2:5][CH2:4][CH2:3][CH2:2]1.[OH-].[Na+].O.Cl. Product: [CH:1]1([C:6]2([O:33][CH3:34])[CH2:7][CH2:8][N:9]([C:12]3[CH:13]=[CH:14][C:15]([C:18]4[S:22][C:21]([C:23]5[CH:24]=[CH:25][C:26]([C:27]([OH:29])=[O:28])=[CH:31][CH:32]=5)=[N:20][N:19]=4)=[CH:16][CH:17]=3)[CH2:10][CH2:11]2)[CH2:2][CH2:3][CH2:4][CH2:5]1. The catalyst class is: 199. (5) Reactant: [C:1]1([N:7]2[C:16]3[C:11](=[CH:12][C:13]([NH2:17])=[CH:14][CH:15]=3)[CH2:10][CH2:9][CH2:8]2)[CH:6]=[CH:5][CH:4]=[CH:3][CH:2]=1.Cl[C:19]1[N:28]=[CH:27][C:26]([CH:29]2[CH2:31][CH2:30]2)=[CH:25][C:20]=1[C:21]([O:23][CH3:24])=[O:22].C(=O)([O-])[O-].[Cs+].[Cs+]. Product: [CH:29]1([C:26]2[CH:27]=[N:28][C:19]([NH:17][C:13]3[CH:12]=[C:11]4[C:16](=[CH:15][CH:14]=3)[N:7]([C:1]3[CH:6]=[CH:5][CH:4]=[CH:3][CH:2]=3)[CH2:8][CH2:9][CH2:10]4)=[C:20]([CH:25]=2)[C:21]([O:23][CH3:24])=[O:22])[CH2:30][CH2:31]1. The catalyst class is: 187. (6) Reactant: [I:1][C:2]1[CH:3]=[CH:4]C=[C:6](O)[CH:7]=1.[C:9]([O-:12])([O-])=O.[K+].[K+].Br[CH2:16][C:17]([O:19][CH3:20])=[O:18].CCOC(C)=O. Product: [CH3:20][O:19][C:17](=[O:18])[CH2:16][O:12][C:9]1[CH:4]=[CH:3][C:2]([I:1])=[CH:7][CH:6]=1. The catalyst class is: 18.